This data is from Forward reaction prediction with 1.9M reactions from USPTO patents (1976-2016). The task is: Predict the product of the given reaction. (1) Given the reactants Cl.[CH2:2]([NH2:6])[CH2:3][C:4]#[CH:5].C(N(CC)C(C)C)(C)C.[C:16]([NH:23][C:24](N1C=CC=N1)=[N:25][C:26]([O:28][C:29]([CH3:32])([CH3:31])[CH3:30])=[O:27])([O:18][C:19]([CH3:22])([CH3:21])[CH3:20])=[O:17].O, predict the reaction product. The product is: [CH2:2]([NH:6][C:24]([NH:23][C:16]([O:18][C:19]([CH3:22])([CH3:21])[CH3:20])=[O:17])=[N:25][C:26]([O:28][C:29]([CH3:32])([CH3:31])[CH3:30])=[O:27])[CH2:3][C:4]#[CH:5]. (2) Given the reactants [NH2:1][C:2]1[CH:3]=[CH:4][C:5]([O:12][CH3:13])=[C:6]([NH:8][C:9](=[O:11])[CH3:10])[CH:7]=1.[Br:14][C:15]1[CH:20]=[CH:19][C:18]([S:21](Cl)(=[O:23])=[O:22])=[CH:17][C:16]=1[F:25].N1C=CC=CC=1.ClCCl, predict the reaction product. The product is: [Br:14][C:15]1[CH:20]=[CH:19][C:18]([S:21]([NH:1][C:2]2[CH:3]=[CH:4][C:5]([O:12][CH3:13])=[C:6]([NH:8][C:9](=[O:11])[CH3:10])[CH:7]=2)(=[O:23])=[O:22])=[CH:17][C:16]=1[F:25].